From a dataset of Full USPTO retrosynthesis dataset with 1.9M reactions from patents (1976-2016). Predict the reactants needed to synthesize the given product. (1) The reactants are: [CH:1]1[C:10]2[C:5](=[CH:6][CH:7]=[CH:8][CH:9]=2)[CH:4]=[CH:3][C:2]=1[CH:11]=O.[CH3:13][O:14][C:15]1[CH:16]=[C:17]([CH:21]=[CH:22][C:23]=1[O:24][CH3:25])[CH2:18][C:19]#[N:20]. Given the product [CH3:13][O:14][C:15]1[CH:16]=[C:17](/[C:18](=[CH:11]/[C:2]2[CH:3]=[CH:4][C:5]3[C:10](=[CH:9][CH:8]=[CH:7][CH:6]=3)[CH:1]=2)/[C:19]#[N:20])[CH:21]=[CH:22][C:23]=1[O:24][CH3:25], predict the reactants needed to synthesize it. (2) Given the product [F:35][CH2:11][CH2:12][CH2:13][CH2:14][CH2:15]/[CH:16]=[CH:17]\[CH2:18]/[CH:19]=[CH:20]\[CH2:21]/[CH:22]=[CH:23]\[CH2:24]/[CH:25]=[CH:26]\[CH2:27][CH2:28][CH2:29][C:30]([O:32][CH3:33])=[O:31], predict the reactants needed to synthesize it. The reactants are: C1(C)C=CC(S(O[CH2:11][CH2:12][CH2:13][CH2:14][CH2:15][CH:16]=[CH:17][CH2:18][CH:19]=[CH:20][CH2:21][CH:22]=[CH:23][CH2:24][CH:25]=[CH:26][CH2:27][CH2:28][CH2:29][C:30]([O:32][CH3:33])=[O:31])(=O)=O)=CC=1.[F-:35].C([N+](CCCC)(CCCC)CCCC)CCC. (3) Given the product [ClH:20].[CH3:1][O:2][CH2:3][CH2:4][CH2:5][CH2:6][CH2:7][CH2:8][CH2:9][CH2:10][O:11][C:12]1[CH:17]=[CH:16][N:15]=[C:14]([S:18][CH2:21][C:22]2[NH:26][C:25]3[CH:27]=[CH:28][CH:29]=[CH:30][C:24]=3[N:23]=2)[C:13]=1[CH3:19], predict the reactants needed to synthesize it. The reactants are: [CH3:1][O:2][CH2:3][CH2:4][CH2:5][CH2:6][CH2:7][CH2:8][CH2:9][CH2:10][O:11][C:12]1[CH:17]=[CH:16][NH:15][C:14](=[S:18])[C:13]=1[CH3:19].[Cl:20][CH2:21][C:22]1[NH:23][C:24]2[CH:30]=[CH:29][CH:28]=[CH:27][C:25]=2[N:26]=1.[OH-].[Na+]. (4) Given the product [C:30]1([C:2]#[C:1][C:3]23[CH2:10][C:9]4([CH3:12])[CH2:8][C:7]([CH3:14])([CH2:6][C:5]([C:15]56[CH2:25][C:19]7([CH3:26])[CH2:20][C:21]([CH3:24])([CH2:23][C:17]([C:27]#[C:28][C:3]8[CH:13]=[CH:7][CH:6]=[CH:5][CH:4]=8)([CH2:18]7)[CH2:16]5)[CH2:22]6)([CH2:11]4)[CH2:4]2)[CH2:13]3)[CH:35]=[CH:34][CH:33]=[CH:32][CH:31]=1, predict the reactants needed to synthesize it. The reactants are: [C:1]([C:3]12[CH2:13][C:7]3([CH3:14])[CH2:8][C:9]([CH3:12])([CH2:11][C:5]([C:15]45[CH2:25][C:19]6([CH3:26])[CH2:20][C:21]([CH3:24])([CH2:23][C:17]([C:27]#[CH:28])([CH2:18]6)[CH2:16]4)[CH2:22]5)([CH2:6]3)[CH2:4]1)[CH2:10]2)#[CH:2].Br[C:30]1[CH:35]=[CH:34][CH:33]=[CH:32][CH:31]=1. (5) Given the product [CH2:1]([C:3]1[CH:11]=[CH:10][C:6]([C:7]([NH:12][C:13]2[CH:14]=[CH:15][C:16]([C:19](=[O:26])[CH2:20][CH2:21][C:22]([OH:24])=[O:23])=[CH:17][CH:18]=2)=[O:8])=[CH:5][CH:4]=1)[CH3:2], predict the reactants needed to synthesize it. The reactants are: [CH2:1]([C:3]1[CH:11]=[CH:10][C:6]([C:7](Cl)=[O:8])=[CH:5][CH:4]=1)[CH3:2].[NH2:12][C:13]1[CH:18]=[CH:17][C:16]([C:19](=[O:26])[CH2:20][CH2:21][C:22]([O:24]C)=[O:23])=[CH:15][CH:14]=1.